This data is from Full USPTO retrosynthesis dataset with 1.9M reactions from patents (1976-2016). The task is: Predict the reactants needed to synthesize the given product. Given the product [F:1][C:2]1[CH:7]=[CH:6][C:5]([C:8]([C:9]2[N:18]=[C:17]([NH:19][C:20]3[CH:24]=[C:23]([CH3:25])[NH:22][N:21]=3)[C:16]3[C:11](=[CH:12][C:13]([OH:26])=[CH:14][CH:15]=3)[N:10]=2)=[O:27])=[CH:4][CH:3]=1, predict the reactants needed to synthesize it. The reactants are: [F:1][C:2]1[CH:7]=[CH:6][C:5]([CH:8]([OH:27])[C:9]2[N:18]=[C:17]([NH:19][C:20]3[CH:24]=[C:23]([CH3:25])[NH:22][N:21]=3)[C:16]3[C:11](=[CH:12][C:13]([OH:26])=[CH:14][CH:15]=3)[N:10]=2)=[CH:4][CH:3]=1.CC(OI1(OC(C)=O)(OC(C)=O)OC(=O)C2C=CC=CC1=2)=O.